Dataset: Reaction yield outcomes from USPTO patents with 853,638 reactions. Task: Predict the reaction yield, written as a fraction of the theoretical maximum amount of product (1.0 means a 100% yield; for example, 0.34 means a 34% yield). (1) The reactants are [O:1]([C:8]1[CH:9]=[C:10]([OH:14])[CH:11]=[CH:12][CH:13]=1)[C:2]1[CH:7]=[CH:6][CH:5]=[CH:4][CH:3]=1.[C:15](#[N:17])[CH3:16].[C:18](O)(C)(C)C.C([O-])([O-])=O.[K+].[K+]. No catalyst specified. The product is [O:1]([C:8]1[CH:9]=[C:10]([CH:11]=[CH:12][CH:13]=1)[O:14][CH2:18][CH2:16][C:15]#[N:17])[C:2]1[CH:3]=[CH:4][CH:5]=[CH:6][CH:7]=1. The yield is 0.720. (2) The reactants are [NH2:1][C:2]1[C:7]([CH2:8][OH:9])=[C:6]([C:10]2[CH2:11][N:12]([C:16]([O:18][C:19]([CH3:22])([CH3:21])[CH3:20])=[O:17])[CH2:13][CH2:14][CH:15]=2)[CH:5]=[C:4]([C:23]2[CH:28]=[CH:27][CH:26]=[CH:25][C:24]=2[O:29][CH2:30][C:31]2[CH:36]=[CH:35][C:34]([O:37][CH3:38])=[CH:33][CH:32]=2)[N:3]=1.C(N(CC)CC)C.Cl[C:47](Cl)([O:49]C(=O)OC(Cl)(Cl)Cl)Cl. The catalyst is C1COCC1. The product is [CH3:38][O:37][C:34]1[CH:33]=[CH:32][C:31]([CH2:30][O:29][C:24]2[CH:25]=[CH:26][CH:27]=[CH:28][C:23]=2[C:4]2[CH:5]=[C:6]([C:10]3[CH2:11][N:12]([C:16]([O:18][C:19]([CH3:22])([CH3:21])[CH3:20])=[O:17])[CH2:13][CH2:14][CH:15]=3)[C:7]3[CH2:8][O:9][C:47](=[O:49])[NH:1][C:2]=3[N:3]=2)=[CH:36][CH:35]=1. The yield is 0.830. (3) The reactants are [H-].[Na+].CS(C)=O.[I-].[CH3:8][S+](C)C.[Cl:12][C:13]1[CH:18]=[CH:17][C:16]([C:19]([C:21]2[CH:26]=[CH:25][C:24]([I:27])=[CH:23][CH:22]=2)=[O:20])=[CH:15][CH:14]=1. The catalyst is C(OCC)(=O)C. The product is [Cl:12][C:13]1[CH:18]=[CH:17][C:16]([C:19]2([C:21]3[CH:26]=[CH:25][C:24]([I:27])=[CH:23][CH:22]=3)[CH2:8][O:20]2)=[CH:15][CH:14]=1. The yield is 0.970. (4) The reactants are Br[C:2]1[CH:3]=[C:4]([Cl:17])[C:5]([CH2:8][O:9][Si:10]([C:13]([CH3:16])([CH3:15])[CH3:14])([CH3:12])[CH3:11])=[N:6][CH:7]=1.C([Li])CCC.CCCCCC.[C:29]([O:33][C:34]([N:36]1[CH2:41][CH2:40][C:39](=[O:42])[CH2:38][CH2:37]1)=[O:35])([CH3:32])([CH3:31])[CH3:30].[Cl-].[NH4+]. The catalyst is O1CCCC1. The product is [Si:10]([O:9][CH2:8][C:5]1[C:4]([Cl:17])=[CH:3][C:2]([C:39]2([OH:42])[CH2:38][CH2:37][N:36]([C:34]([O:33][C:29]([CH3:31])([CH3:30])[CH3:32])=[O:35])[CH2:41][CH2:40]2)=[CH:7][N:6]=1)([C:13]([CH3:16])([CH3:15])[CH3:14])([CH3:12])[CH3:11]. The yield is 0.700. (5) The reactants are [Br:1][C:2]1[CH:8]=[C:7]([N+:9]([O-])=O)[C:5]([NH2:6])=[C:4]([CH3:12])[CH:3]=1.Cl[Sn]Cl. The catalyst is CCO. The product is [Br:1][C:2]1[CH:8]=[C:7]([NH2:9])[C:5]([NH2:6])=[C:4]([CH3:12])[CH:3]=1. The yield is 0.720. (6) The reactants are C(O[C:4]1(O[Si](C)(C)C)[CH2:6][CH2:5]1)C.C(O)(=O)C.[N:16]1([C:22]([O:24][C:25]([CH3:28])([CH3:27])[CH3:26])=[O:23])[CH2:21][CH2:20][NH:19][CH2:18][CH2:17]1.C([BH3-])#N.[Na+]. The catalyst is C1COCC1.CO. The product is [CH:4]1([N:19]2[CH2:20][CH2:21][N:16]([C:22]([O:24][C:25]([CH3:28])([CH3:27])[CH3:26])=[O:23])[CH2:17][CH2:18]2)[CH2:6][CH2:5]1. The yield is 0.611. (7) The yield is 0.740. The reactants are [CH2:1]([O:5][C:6]1[CH:11]=[CH:10][C:9]([CH2:12][C:13](Cl)=[N:14][OH:15])=[CH:8][CH:7]=1)[CH2:2][CH2:3][CH3:4].[C:17]([C:19]1[C:20]([NH2:26])=[N:21][C:22]([NH2:25])=[CH:23][CH:24]=1)#[CH:18].C(N(CC)CC)C. The product is [CH2:1]([O:5][C:6]1[CH:11]=[CH:10][C:9]([CH2:12][C:13]2[CH:18]=[C:17]([C:19]3[C:20]([NH2:26])=[N:21][C:22]([NH2:25])=[CH:23][CH:24]=3)[O:15][N:14]=2)=[CH:8][CH:7]=1)[CH2:2][CH2:3][CH3:4]. The catalyst is O1CCCC1. (8) The reactants are C(N(CC)CC)C.Cl.[NH2:9][C@H:10]1[C:18]2[C:13](=[CH:14][C:15]([F:23])=[C:16]([C:19]([O:21][CH3:22])=[O:20])[CH:17]=2)[CH2:12][CH2:11]1.[Cl:24][C:25]1[CH:33]=[CH:32][CH:31]=[CH:30][C:26]=1[C:27](Cl)=[O:28]. The catalyst is C(Cl)Cl. The product is [Cl:24][C:25]1[CH:33]=[CH:32][CH:31]=[CH:30][C:26]=1[C:27]([NH:9][C@H:10]1[C:18]2[C:13](=[CH:14][C:15]([F:23])=[C:16]([C:19]([O:21][CH3:22])=[O:20])[CH:17]=2)[CH2:12][CH2:11]1)=[O:28]. The yield is 0.970.